Dataset: Ames mutagenicity test results for genotoxicity prediction. Task: Regression/Classification. Given a drug SMILES string, predict its toxicity properties. Task type varies by dataset: regression for continuous values (e.g., LD50, hERG inhibition percentage) or binary classification for toxic/non-toxic outcomes (e.g., AMES mutagenicity, cardiotoxicity, hepatotoxicity). Dataset: ames. (1) The drug is CC(=O)Nc1nc(-c2cc([N+](=O)[O-])cs2)cs1. The result is 1 (mutagenic). (2) The result is 0 (non-mutagenic). The compound is NC(CCC(=O)NC(CSC(=O)NCCO)C(=O)NCC(=O)O)C(=O)O. (3) The compound is CCCCN(CC(O)c1ccc(O)cc1)N=O. The result is 0 (non-mutagenic). (4) The compound is CCCCCC(=O)Cc1cc(O)cc2c1C(=O)Oc1cc(O)c(C(=O)O)c(CCCCC)c1O2. The result is 0 (non-mutagenic). (5) The drug is CC(O)C#N. The result is 0 (non-mutagenic). (6) The molecule is Nc1ccccc1[N+](=O)[O-]. The result is 0 (non-mutagenic). (7) The molecule is CC(C)[C@@H]1CC[C@@H](C)CC1=O. The result is 1 (mutagenic).